Dataset: Reaction yield outcomes from USPTO patents with 853,638 reactions. Task: Predict the reaction yield, written as a fraction of the theoretical maximum amount of product (1.0 means a 100% yield; for example, 0.34 means a 34% yield). (1) The product is [N:33]1[CH:32]=[CH:31][CH:30]=[C:29]([NH:34][C:15]([C:10]2[CH:11]=[CH:12][C:13]3[CH:14]=[C:6]4[C:5](=[O:18])[NH:4][CH2:3][CH:2]([CH3:1])[N:7]4[C:8]=3[CH:9]=2)=[O:17])[CH:28]=1. The reactants are [CH3:1][CH:2]1[N:7]2[C:8]3[CH:9]=[C:10]([C:15]([OH:17])=O)[CH:11]=[CH:12][C:13]=3[CH:14]=[C:6]2[C:5](=[O:18])[NH:4][CH2:3]1.CN(C(ON1N=[N:34][C:29]2[CH:30]=[CH:31][CH:32]=[N:33][C:28]1=2)=[N+](C)C)C.F[P-](F)(F)(F)(F)F.C1C=NC2N(O)N=NC=2C=1.C(N(C(C)C)CC)(C)C.NC1C=NC=CC=1. The yield is 0.870. The catalyst is CN(C=O)C. (2) The reactants are [N-:1]=[N+:2]=[N-:3].[Na+].Cl.[CH2:6]([N:8](CC)CC)C.FC(F)(F)C(O)=O.CS([C:24]1[CH:25]=[C:26]([C:30]2[CH:35]=[CH:34][CH:33]=[C:32]([C:36]3[C:40]([C:41]4[N:42]=[C:43]([CH:46]5[CH2:51][CH2:50][N:49]([C:52](=[O:59])[CH2:53][C:54]6[S:55][CH:56]=[CH:57][CH:58]=6)[CH2:48][CH2:47]5)[S:44][CH:45]=4)=[C:39]([CH3:60])[O:38][N:37]=3)[CH:31]=2)[CH:27]=[CH:28][CH:29]=1)(=O)=O. The catalyst is CN(C=O)C.C(OCC)(=O)C. The product is [CH3:60][C:39]1[O:38][N:37]=[C:36]([C:32]2[CH:31]=[C:30]([C:26]3[CH:27]=[CH:28][C:29]([C:6]4[NH:8][N:3]=[N:2][N:1]=4)=[CH:24][CH:25]=3)[CH:35]=[CH:34][CH:33]=2)[C:40]=1[C:41]1[N:42]=[C:43]([CH:46]2[CH2:51][CH2:50][N:49]([C:52](=[O:59])[CH2:53][C:54]3[S:55][CH:56]=[CH:57][CH:58]=3)[CH2:48][CH2:47]2)[S:44][CH:45]=1. The yield is 0.230. (3) The reactants are Cl[C:2]1[N:3]=[N:4][C:5]([C:8]#[C:9][C:10]2[CH:15]=[CH:14][CH:13]=[CH:12][CH:11]=2)=[CH:6][CH:7]=1.[NH2:16][CH2:17][C:18]([CH3:21])([OH:20])[CH3:19]. The catalyst is N1C=CC=CC=1. The yield is 0.240. The product is [CH3:19][C:18]([OH:20])([CH3:21])[CH2:17][NH:16][C:2]1[N:3]=[N:4][C:5]([C:8]#[C:9][C:10]2[CH:15]=[CH:14][CH:13]=[CH:12][CH:11]=2)=[CH:6][CH:7]=1. (4) The yield is 0.770. The reactants are [NH2:1][C:2]1[CH:3]=[C:4]([CH:8]=[CH:9][C:10]=1[O:11][CH3:12])[C:5]([OH:7])=O.[NH:13]1[CH2:18][CH2:17][CH2:16][C@@H:15]2[C:19]3[CH:20]=[CH:21][CH:22]=[CH:23][C:24]=3[CH2:25][C@H:14]12.F[P-](F)(F)(F)(F)F.N1(OC(N(C)C)=[N+](C)C)C2N=CC=CC=2N=N1. The product is [NH2:1][C:2]1[CH:3]=[C:4]([C:5]([N:13]2[CH2:18][CH2:17][CH2:16][C@@H:15]3[C:19]4[CH:20]=[CH:21][CH:22]=[CH:23][C:24]=4[CH2:25][C@H:14]23)=[O:7])[CH:8]=[CH:9][C:10]=1[O:11][CH3:12]. No catalyst specified. (5) The reactants are [N+:1]([C:4]1[CH:5]=[C:6](O)[CH:7]=[CH:8][CH:9]=1)([O-:3])=[O:2].ClC[C:13]1[O:17][C:16]([C:18]([O:20][CH3:21])=[O:19])=[CH:15][CH:14]=1.[C:22]([O-])([O-])=[O:23].[K+].[K+]. The catalyst is CC(C)=O.O. The product is [N+:1]([C:4]1[CH:5]=[CH:6][C:7]([O:23][CH2:22][C:14]2[CH:15]=[C:16]([C:18]([O:20][CH3:21])=[O:19])[O:17][CH:13]=2)=[CH:8][CH:9]=1)([O-:3])=[O:2]. The yield is 0.900. (6) The reactants are N[CH2:2][C:3]([C:6]1[NH:7][C:8]2[C:13]([CH:14]=1)=[CH:12][C:11]([NH:15][C:16]([C:18]1([C:21]3[CH:29]=[CH:28][C:24]4[O:25][CH2:26][O:27][C:23]=4[CH:22]=3)[CH2:20][CH2:19]1)=[O:17])=[CH:10][CH:9]=2)(C)[CH3:4].C(=O)([O-])[O-].[K+].[K+].IC.O.[CH3:39][N:40]([CH:42]=O)[CH3:41]. No catalyst specified. The product is [O:25]1[C:24]2[CH:28]=[CH:29][C:21]([C:18]3([C:16]([NH:15][C:11]4[CH:12]=[C:13]5[C:8](=[CH:9][CH:10]=4)[NH:7][C:6]([C:3]([CH3:4])([CH3:2])[CH2:42][N:40]([CH3:39])[CH3:41])=[CH:14]5)=[O:17])[CH2:20][CH2:19]3)=[CH:22][C:23]=2[O:27][CH2:26]1. The yield is 0.330. (7) The reactants are [OH2:1].Cl.O[NH2:4].C(=O)([O-])[O-].[Na+].[Na+].[O:11]1[C:15]2([CH2:20][CH2:19][CH2:18][CH2:17][CH2:16]2)[O:14][CH2:13][C@@H:12]1[CH:21]=O. The yield is 0.990. The product is [O:11]1[C:15]2([CH2:20][CH2:19][CH2:18][CH2:17][CH2:16]2)[O:14][CH2:13][C@@H:12]1[CH:21]=[N:4][OH:1]. The catalyst is C1COCC1. (8) The reactants are [Li+].CC([N-]C(C)C)C.[Br:9][C:10]1[CH:11]=[N:12][CH:13]=[C:14]([Cl:16])[CH:15]=1.Cl[C:18]([O:20][CH2:21][CH3:22])=[O:19]. The catalyst is C1COCC1. The product is [Br:9][C:10]1[CH:11]=[N:12][CH:13]=[C:14]([Cl:16])[C:15]=1[C:18]([O:20][CH2:21][CH3:22])=[O:19]. The yield is 0.850. (9) The reactants are C([O:8][C:9](=[O:21])[C:10]([CH3:20])([C:14]1[CH:19]=[CH:18][CH:17]=[CH:16][CH:15]=1)[CH2:11][CH:12]=[CH2:13])C1C=CC=CC=1. The catalyst is C(OCC)(=O)C.[Pd]. The product is [CH3:20][C:10]([C:14]1[CH:15]=[CH:16][CH:17]=[CH:18][CH:19]=1)([CH2:11][CH2:12][CH3:13])[C:9]([OH:21])=[O:8]. The yield is 0.990.